This data is from Catalyst prediction with 721,799 reactions and 888 catalyst types from USPTO. The task is: Predict which catalyst facilitates the given reaction. (1) The catalyst class is: 855. Reactant: [Cl:1][C:2]1[CH:3]=[C:4]([CH3:9])[CH:5]=[C:6]([CH3:8])[CH:7]=1.C1C(=O)N([Br:17])C(=O)C1. Product: [Cl:1][C:2]1[CH:7]=[C:6]([CH:5]=[C:4]([CH3:9])[CH:3]=1)[CH2:8][Br:17]. (2) Reactant: CS(C)=O.C(Cl)(=O)C(Cl)=O.[Cl:11][C:12]1[CH:29]=[C:28]([Cl:30])[CH:27]=[CH:26][C:13]=1[CH2:14][N:15]1[C:19]([CH2:20][OH:21])=[CH:18][C:17]([O:22][CH:23]([CH3:25])[CH3:24])=[N:16]1.Cl. Product: [Cl:11][C:12]1[CH:29]=[C:28]([Cl:30])[CH:27]=[CH:26][C:13]=1[CH2:14][N:15]1[C:19]([CH:20]=[O:21])=[CH:18][C:17]([O:22][CH:23]([CH3:25])[CH3:24])=[N:16]1. The catalyst class is: 236. (3) Reactant: [CH3:1][O:2][N:3]([CH3:16])[C:4](=[O:15])[C:5]1[CH:10]=[CH:9][C:8]([F:11])=[CH:7][C:6]=1[N+:12]([O-])=O. The catalyst class is: 50. Product: [CH3:1][O:2][N:3]([CH3:16])[C:4](=[O:15])[C:5]1[CH:10]=[CH:9][C:8]([F:11])=[CH:7][C:6]=1[NH2:12]. (4) The catalyst class is: 242. Product: [C:11]([NH:15][NH:16][C:6]1[C:5]([F:9])=[CH:4][N:3]=[C:2]([Cl:1])[N:7]=1)([CH3:14])([CH3:13])[CH3:12]. Reactant: [Cl:1][C:2]1[N:7]=[C:6](Cl)[C:5]([F:9])=[CH:4][N:3]=1.Cl.[C:11]([NH:15][NH2:16])([CH3:14])([CH3:13])[CH3:12].C(N(CC)CC)C.